Dataset: NCI-60 drug combinations with 297,098 pairs across 59 cell lines. Task: Regression. Given two drug SMILES strings and cell line genomic features, predict the synergy score measuring deviation from expected non-interaction effect. (1) Drug 1: COC1=NC(=NC2=C1N=CN2C3C(C(C(O3)CO)O)O)N. Cell line: SF-295. Synergy scores: CSS=-3.74, Synergy_ZIP=2.78, Synergy_Bliss=1.07, Synergy_Loewe=-4.19, Synergy_HSA=-4.27. Drug 2: C(CN)CNCCSP(=O)(O)O. (2) Drug 1: COC1=C(C=C2C(=C1)N=CN=C2NC3=CC(=C(C=C3)F)Cl)OCCCN4CCOCC4. Drug 2: CC12CCC3C(C1CCC2O)C(CC4=C3C=CC(=C4)O)CCCCCCCCCS(=O)CCCC(C(F)(F)F)(F)F. Cell line: CAKI-1. Synergy scores: CSS=43.4, Synergy_ZIP=-3.68, Synergy_Bliss=-4.44, Synergy_Loewe=-5.13, Synergy_HSA=-1.90. (3) Drug 1: CN(CC1=CN=C2C(=N1)C(=NC(=N2)N)N)C3=CC=C(C=C3)C(=O)NC(CCC(=O)O)C(=O)O. Drug 2: CCN(CC)CCNC(=O)C1=C(NC(=C1C)C=C2C3=C(C=CC(=C3)F)NC2=O)C. Cell line: HT29. Synergy scores: CSS=53.8, Synergy_ZIP=-0.912, Synergy_Bliss=-3.50, Synergy_Loewe=-6.59, Synergy_HSA=0.00476.